Predict the reactants needed to synthesize the given product. From a dataset of Full USPTO retrosynthesis dataset with 1.9M reactions from patents (1976-2016). (1) Given the product [Br:1][C:2]1[CH:3]=[C:4]([C:12]#[C:11][CH2:10][CH2:9][OH:13])[CH:5]=[CH:6][CH:7]=1, predict the reactants needed to synthesize it. The reactants are: [Br:1][C:2]1[CH:7]=[CH:6][CH:5]=[C:4](I)[CH:3]=1.[CH2:9]([OH:13])[CH2:10][C:11]#[CH:12]. (2) Given the product [CH2:37]([N:34]1[CH2:33][CH2:32][N:31]([C:29]([NH:28][C:24]2[CH:23]=[C:22]([O:21][C:18]3[CH:19]=[N:20][C:15]([NH:14][C:9]([NH:5][C:3](=[O:4])[C:2]([CH3:7])([CH3:6])[CH3:1])=[O:10])=[CH:16][CH:17]=3)[CH:27]=[CH:26][N:25]=2)=[O:30])[CH2:36][CH2:35]1)[C:38]1[CH:39]=[CH:40][CH:41]=[CH:42][CH:43]=1, predict the reactants needed to synthesize it. The reactants are: [CH3:1][C:2]([CH3:7])([CH3:6])[C:3]([NH2:5])=[O:4].C(Cl)(=O)[C:9](Cl)=[O:10].[NH2:14][C:15]1[N:20]=[CH:19][C:18]([O:21][C:22]2[CH:27]=[CH:26][N:25]=[C:24]([NH:28][C:29]([N:31]3[CH2:36][CH2:35][N:34]([CH2:37][C:38]4[CH:43]=[CH:42][CH:41]=[CH:40][CH:39]=4)[CH2:33][CH2:32]3)=[O:30])[CH:23]=2)=[CH:17][CH:16]=1. (3) Given the product [NH:1]1[C:9]2[C:4](=[CH:5][CH:6]=[C:7]([CH2:10][CH2:11][C:12]3[CH:31]=[CH:30][C:15]4[NH:16][C:17]([NH:19][C:20]5[CH:25]=[CH:24][CH:23]=[CH:22][C:21]=5[C:26]([F:29])([F:27])[F:28])=[N:18][C:14]=4[CH:13]=3)[CH:8]=2)[CH:3]=[N:2]1, predict the reactants needed to synthesize it. The reactants are: [NH:1]1[C:9]2[C:4](=[CH:5][CH:6]=[C:7]([C:10]#[C:11][C:12]3[CH:31]=[CH:30][C:15]4[NH:16][C:17]([NH:19][C:20]5[CH:25]=[CH:24][CH:23]=[CH:22][C:21]=5[C:26]([F:29])([F:28])[F:27])=[N:18][C:14]=4[CH:13]=3)[CH:8]=2)[CH:3]=[N:2]1. (4) Given the product [OH:1][CH2:2][CH2:3][CH2:4][C@H:5]1[C@H:9]([N:10]([CH2:31][CH2:32][CH:33]([CH3:35])[CH3:34])[S:11]([C:14]2[CH:15]=[CH:16][C:17]([N+:20]([O-:22])=[O:21])=[CH:18][CH:19]=2)(=[O:13])=[O:12])[CH2:8][N:7]([C:23]([O:25][C:26]([CH3:29])([CH3:28])[CH3:27])=[O:24])[CH2:6]1, predict the reactants needed to synthesize it. The reactants are: [OH:1][CH2:2][CH2:3][CH2:4][C@H:5]1[C@H:9]([NH:10][S:11]([C:14]2[CH:19]=[CH:18][C:17]([N+:20]([O-:22])=[O:21])=[CH:16][CH:15]=2)(=[O:13])=[O:12])[CH2:8][N:7]([C:23]([O:25][C:26]([CH3:29])([CH3:28])[CH3:27])=[O:24])[CH2:6]1.Br[CH2:31][CH2:32][CH:33]([CH3:35])[CH3:34].C([O-])([O-])=O.[Cs+].[Cs+]. (5) Given the product [CH3:23][C:20]1[N:19]=[C:18]([N:15]2[CH2:16][CH2:17][CH:12]([NH:11][C:9]3[N:10]=[C:4]4[CH:3]=[C:2]([C:24]5[CH:29]=[CH:28][CH:27]=[CH:26][CH:25]=5)[CH:7]=[CH:6][N:5]4[N:8]=3)[CH2:13][CH2:14]2)[S:22][N:21]=1, predict the reactants needed to synthesize it. The reactants are: Br[C:2]1[CH:7]=[CH:6][N:5]2[N:8]=[C:9]([NH:11][CH:12]3[CH2:17][CH2:16][N:15]([C:18]4[S:22][N:21]=[C:20]([CH3:23])[N:19]=4)[CH2:14][CH2:13]3)[N:10]=[C:4]2[CH:3]=1.[C:24]1(B(O)O)[CH:29]=[CH:28][CH:27]=[CH:26][CH:25]=1. (6) Given the product [Cl:71][C:72]1[CH:73]=[CH:74][C:75]2[N:81]([S:82]([C:85]3[CH:90]=[CH:89][C:88]([CH3:91])=[CH:87][CH:86]=3)(=[O:83])=[O:84])[CH2:80][CH2:79][CH2:78][C:77](=[O:97])[C:76]=2[CH:98]=1, predict the reactants needed to synthesize it. The reactants are: ClC1C=CC2NCCCC(=O)C=2C=1.ClC1C=CC2N(C(=O)C3C=CC([N+]([O-])=O)=CC=3C)CCCC(=O)C=2C=1.ClC1C=CC2N(C(=O)C3C=CC(NC(=O)C4C=CC=CC=4C)=CC=3C)CCCC(=O)C=2C=1.[Cl:71][C:72]1[CH:73]=[CH:74][C:75]2[N:81]([S:82]([C:85]3[CH:90]=[CH:89][C:88]([CH3:91])=[CH:87][CH:86]=3)(=[O:84])=[O:83])[CH2:80][CH2:79][CH:78](C(OCC)=O)[C:77](=[O:97])[C:76]=2[CH:98]=1.Cl. (7) The reactants are: C(OC([NH:8][CH2:9][CH2:10][CH2:11][CH2:12][CH:13]([NH:48][C:49](=[O:70])[CH2:50][CH2:51][NH:52][C:53]([C:55]1[CH:60]=[CH:59][C:58]([C:61]2[CH:66]=[CH:65][C:64]([CH2:67][CH2:68][CH3:69])=[CH:63][CH:62]=2)=[CH:57][CH:56]=1)=[O:54])[C:14]([N:16]([CH3:47])[C@H:17]1[C:34]2[CH:35]=[C:30]([C:31]([O:36][CH3:37])=[CH:32][CH:33]=2)[C:29]2=[CH:38][C:25](=[CH:26][CH:27]=[C:28]2[O:39][CH3:40])[CH2:24][C@@H:23]([C:41]([OH:43])=[O:42])[NH:22][C:21](=[O:44])[C@H:20]([CH3:45])[NH:19][C:18]1=[O:46])=[O:15])=O)(C)(C)C.[C:71]([OH:77])([C:73]([F:76])([F:75])[F:74])=[O:72]. Given the product [F:74][C:73]([F:76])([F:75])[C:71]([O-:77])=[O:72].[C:41]([C@@H:23]1[CH2:24][C:25]2[CH:38]=[C:29]([C:28]([O:39][CH3:40])=[CH:27][CH:26]=2)[C:30]2=[CH:35][C:34](=[CH:33][CH:32]=[C:31]2[O:36][CH3:37])[C@H:17]([N:16]([CH3:47])[C:14](=[O:15])[CH:13]([NH:48][C:49](=[O:70])[CH2:50][CH2:51][NH:52][C:53]([C:55]2[CH:56]=[CH:57][C:58]([C:61]3[CH:66]=[CH:65][C:64]([CH2:67][CH2:68][CH3:69])=[CH:63][CH:62]=3)=[CH:59][CH:60]=2)=[O:54])[CH2:12][CH2:11][CH2:10][CH2:9][NH3+:8])[C:18](=[O:46])[NH:19][C@@H:20]([CH3:45])[C:21](=[O:44])[NH:22]1)([OH:43])=[O:42], predict the reactants needed to synthesize it.